From a dataset of Full USPTO retrosynthesis dataset with 1.9M reactions from patents (1976-2016). Predict the reactants needed to synthesize the given product. (1) Given the product [Br:33][C:34]1[C:35]([CH:36]=[CH:1][O:2][CH3:3])=[C:38]([O:43][CH3:44])[CH:39]=[CH:40][C:41]=1[F:42], predict the reactants needed to synthesize it. The reactants are: [CH3:1][O:2][CH2:3][P+](C1C=CC=CC=1)(C1C=CC=CC=1)C1C=CC=CC=1.[Li+].C[Si]([N-][Si](C)(C)C)(C)C.[Br:33][C:34]1[C:41]([F:42])=[CH:40][CH:39]=[C:38]([O:43][CH3:44])[C:35]=1[CH:36]=O. (2) The reactants are: [CH:1]1[CH:6]=[C:5]2[C:7]([NH:9][C:10]([NH:12][C:4]2=[CH:3][CH:2]=1)=O)=[O:8].[Li]C(C)(C)C.C(=O)=O. Given the product [CH:1]1[CH:2]=[CH:3][C:4]2[N:12]=[CH:10][NH:9][C:7](=[O:8])[C:5]=2[CH:6]=1, predict the reactants needed to synthesize it. (3) The reactants are: [I:1][C:2]1[CH:7]=[CH:6][C:5]([OH:8])=[CH:4][CH:3]=1.C([O-])([O-])=O.[K+].[K+].[Na+].[I-].Cl[CH2:18][C:19]1([CH3:22])[CH2:21][O:20]1. Given the product [I:1][C:2]1[CH:7]=[CH:6][C:5]([O:8][CH2:18][C:19]2([CH3:22])[CH2:21][O:20]2)=[CH:4][CH:3]=1, predict the reactants needed to synthesize it. (4) Given the product [Cl:38][C:26]1[N:21]2[N:20]=[C:19]([CH3:34])[C:18]([C:11]3[C:12]([CH3:17])=[CH:13][C:14]([CH3:16])=[CH:15][C:10]=3[CH3:35])=[C:22]2[N:23]=[C:24]([CH3:33])[C:25]=1[C:28]([O:30][CH2:31][CH3:32])=[O:29], predict the reactants needed to synthesize it. The reactants are: CN(C)C1C=CC=CC=1.[C:10]1([CH3:35])[CH:15]=[C:14]([CH3:16])[CH:13]=[C:12]([CH3:17])[C:11]=1[C:18]1[C:19]([CH3:34])=[N:20][N:21]2[C:26](=O)[C:25]([C:28]([O:30][CH2:31][CH3:32])=[O:29])=[C:24]([CH3:33])[NH:23][C:22]=12.P(Cl)(Cl)([Cl:38])=O. (5) Given the product [C:1]([O:5][C:6](=[O:25])[NH:7][C:8]1[CH:13]=[C:12]([N:14]2[CH2:15][CH2:16][O:17][CH2:18][CH2:19]2)[C:11]([C:20]#[N:21])=[CH:10][C:9]=1[NH2:22])([CH3:4])([CH3:2])[CH3:3], predict the reactants needed to synthesize it. The reactants are: [C:1]([O:5][C:6](=[O:25])[NH:7][C:8]1[CH:13]=[C:12]([N:14]2[CH2:19][CH2:18][O:17][CH2:16][CH2:15]2)[C:11]([C:20]#[N:21])=[CH:10][C:9]=1[N+:22]([O-])=O)([CH3:4])([CH3:3])[CH3:2].O.O.Cl[Sn]Cl. (6) Given the product [CH3:1][S:2]([O:6][CH2:7][C@@H:8]1[CH2:12][CH2:11][CH2:10][N:9]1[C:13]([O:15][CH2:16][C:17]1[CH:22]=[CH:21][CH:20]=[CH:19][CH:18]=1)=[O:14])(=[O:4])=[O:3], predict the reactants needed to synthesize it. The reactants are: [CH3:1][S:2](Cl)(=[O:4])=[O:3].[OH:6][CH2:7][C@@H:8]1[CH2:12][CH2:11][CH2:10][N:9]1[C:13]([O:15][CH2:16][C:17]1[CH:22]=[CH:21][CH:20]=[CH:19][CH:18]=1)=[O:14].C(N(CC)CC)C. (7) The reactants are: Cl[C:2]1[CH:7]=[C:6]([Cl:8])[N:5]=[C:4]([NH:9][CH3:10])[N:3]=1.CCN(C(C)C)C(C)C.[CH3:20][C@@H:21]1[CH2:26][O:25][CH2:24][CH2:23][NH:22]1. Given the product [Cl:8][C:6]1[CH:7]=[C:2]([N:22]2[CH2:23][CH2:24][O:25][CH2:26][C@H:21]2[CH3:20])[N:3]=[C:4]([NH:9][CH3:10])[N:5]=1, predict the reactants needed to synthesize it.